Predict the product of the given reaction. From a dataset of Forward reaction prediction with 1.9M reactions from USPTO patents (1976-2016). (1) Given the reactants [CH2:1]1[C:16]2[C:11](=[CH:12][CH:13]=[CH:14][CH:15]=2)[C:9](=O)[C:8]2[C:3](=[CH:4][CH:5]=[CH:6][CH:7]=2)[CH2:2]1.[CH3:17][O:18][C:19]1[CH:26]=[C:25]([O:27][CH3:28])[CH:24]=[CH:23][C:20]=1[CH:21]=O, predict the reaction product. The product is: [CH3:17][O:18][C:19]1[CH:26]=[C:25]([O:27][CH3:28])[CH:24]=[CH:23][C:20]=1[CH:21]=[C:9]1[C:8]2[CH:7]=[CH:6][CH:5]=[CH:4][C:3]=2[CH2:2][CH2:1][C:16]2[CH:15]=[CH:14][CH:13]=[CH:12][C:11]1=2. (2) The product is: [C:35]([C:7]1[CH:8]=[CH:9][CH:10]=[C:11]2[C:16]=1[N:15]=[C:14]([N:17]([C:18]1[CH:23]=[CH:22][CH:21]=[CH:20][CH:19]=1)[C:2](=[O:3])[O:4][CH3:5])[CH:13]=[CH:12]2)(=[O:36])[CH3:34]. Given the reactants Cl[C:2]([O:4][CH3:5])=[O:3].Br[C:7]1[CH:8]=[CH:9][CH:10]=[C:11]2[C:16]=1[N:15]=[C:14]([NH:17][C:18]1[CH:23]=[CH:22][CH:21]=[CH:20][CH:19]=1)[CH:13]=[CH:12]2.CCN(C(C)C)C(C)C.C1C[O:36][CH2:35][CH2:34]1, predict the reaction product. (3) Given the reactants CS[C:3]([S:8][CH3:9])=[CH:4][N+:5]([O-:7])=[O:6].[NH2:10][C:11]1[CH:12]=[C:13]([NH:17][C:18]([C:20]2[S:21][CH:22]=[CH:23][C:24]=2[NH:25][CH2:26][C:27]2[C:36]3[C:31](=[CH:32][CH:33]=[CH:34][CH:35]=3)[N:30]=[CH:29][CH:28]=2)=[O:19])[CH:14]=[CH:15][CH:16]=1, predict the reaction product. The product is: [CH3:9][S:8][C:3]([NH:10][C:11]1[CH:12]=[C:13]([NH:17][C:18]([C:20]2[S:21][CH:22]=[CH:23][C:24]=2[NH:25][CH2:26][C:27]2[C:36]3[C:31](=[CH:32][CH:33]=[CH:34][CH:35]=3)[N:30]=[CH:29][CH:28]=2)=[O:19])[CH:14]=[CH:15][CH:16]=1)=[CH:4][N+:5]([O-:7])=[O:6]. (4) Given the reactants Br[C:2]1[C:21](=[O:22])[N:20]([CH2:23][CH3:24])[C:5]2[N:6]=[C:7]([NH:10][CH2:11][CH2:12][CH:13]3[CH2:18][CH2:17][N:16]([CH3:19])[CH2:15][CH2:14]3)[N:8]=[CH:9][C:4]=2[CH:3]=1.[CH3:25][S:26]([C:28]1[CH:33]=[CH:32][C:31](B(O)O)=[CH:30][CH:29]=1)=[O:27].P([O-])([O-])([O-])=O.[K+].[K+].[K+], predict the reaction product. The product is: [CH2:23]([N:20]1[C:5]2[N:6]=[C:7]([NH:10][CH2:11][CH2:12][CH:13]3[CH2:18][CH2:17][N:16]([CH3:19])[CH2:15][CH2:14]3)[N:8]=[CH:9][C:4]=2[CH:3]=[C:2]([C:31]2[CH:32]=[CH:33][C:28]([S:26]([CH3:25])=[O:27])=[CH:29][CH:30]=2)[C:21]1=[O:22])[CH3:24]. (5) Given the reactants [CH2:1]([O:8][C@H:9]1[CH2:13][N:12]([C:14]([O:16][C:17]([CH3:20])([CH3:19])[CH3:18])=[O:15])[C@H:11]([C:21]([O:23]C)=[O:22])[CH2:10]1)[C:2]1[CH:7]=[CH:6][CH:5]=[CH:4][CH:3]=1.[OH-].[Na+], predict the reaction product. The product is: [CH2:1]([O:8][C@H:9]1[CH2:13][N:12]([C:14]([O:16][C:17]([CH3:19])([CH3:20])[CH3:18])=[O:15])[C@H:11]([C:21]([OH:23])=[O:22])[CH2:10]1)[C:2]1[CH:7]=[CH:6][CH:5]=[CH:4][CH:3]=1. (6) Given the reactants [Br:1][C:2]1[CH:15]=[CH:14][C:5]([CH2:6][S:7]([CH2:10][C:11](O)=O)(=[O:9])=[O:8])=[CH:4][CH:3]=1.[Br:16][C:17]1[CH:24]=[CH:23][C:20](C=O)=[CH:19][CH:18]=1, predict the reaction product. The product is: [Br:1][C:2]1[CH:15]=[CH:14][C:5]([CH2:6][S:7](/[CH:10]=[CH:11]/[C:20]2[CH:23]=[CH:24][C:17]([Br:16])=[CH:18][CH:19]=2)(=[O:9])=[O:8])=[CH:4][CH:3]=1.